This data is from Full USPTO retrosynthesis dataset with 1.9M reactions from patents (1976-2016). The task is: Predict the reactants needed to synthesize the given product. (1) Given the product [N:22]1[C:12]2[C:11]([C:8]3[CH:7]=[CH:6][C:5]([OH:4])=[CH:10][CH:9]=3)=[C:18]3[N:14]([C:13]=2[CH:19]=[CH:20][CH:21]=1)[CH2:15][CH2:16][CH2:17]3, predict the reactants needed to synthesize it. The reactants are: COC[O:4][C:5]1[CH:10]=[CH:9][C:8]([C:11]2[C:12]3[N:22]=[CH:21][CH:20]=[CH:19][C:13]=3[N:14]3[C:18]=2[CH2:17][CH2:16][CH2:15]3)=[CH:7][CH:6]=1.Cl.[OH-].[Na+]. (2) The reactants are: [N+:1]([O-:4])([O-])=[O:2].[K+].[CH3:6][O:7][C:8]1[C:13]2[CH2:14][CH2:15][CH2:16][C:17](=[O:19])[CH2:18][C:12]=2[CH:11]=[CH:10][CH:9]=1. Given the product [CH3:6][O:7][C:8]1[C:13]2[CH2:14][CH2:15][CH2:16][C:17](=[O:19])[CH2:18][C:12]=2[CH:11]=[CH:10][C:9]=1[N+:1]([O-:4])=[O:2], predict the reactants needed to synthesize it. (3) Given the product [C:1]1([C:7]2[S:11][C:10]([C:12]([O-:14])=[O:13])=[N:9][CH:8]=2)[CH:2]=[CH:3][CH:4]=[CH:5][CH:6]=1.[Li+:18], predict the reactants needed to synthesize it. The reactants are: [C:1]1([C:7]2[S:11][C:10]([C:12]([O:14]CC)=[O:13])=[N:9][CH:8]=2)[CH:6]=[CH:5][CH:4]=[CH:3][CH:2]=1.[OH-].[Li+:18]. (4) Given the product [NH2:11][C@H:12]1[CH2:17][CH2:16][N:15]([C:18]2[S:19][CH:20]=[C:21]([CH2:23][C:24]([O:26][CH2:27][CH3:28])=[O:25])[N:22]=2)[CH2:14][C@H:13]1[O:29][CH3:30], predict the reactants needed to synthesize it. The reactants are: C(OC([NH:11][C@H:12]1[CH2:17][CH2:16][N:15]([C:18]2[S:19][CH:20]=[C:21]([CH2:23][C:24]([O:26][CH2:27][CH3:28])=[O:25])[N:22]=2)[CH2:14][C@H:13]1[O:29][CH3:30])=O)C1C=CC=CC=1.C([O-])=O.[NH4+]. (5) The reactants are: Br[C:2]1[C:3](=[O:11])[N:4]([CH3:10])[C:5](=[O:9])[N:6]([CH3:8])[N:7]=1.[Cl:12][C:13]1[CH:25]=[CH:24][CH:23]=[CH:22][C:14]=1[O:15][CH:16]1[CH2:21][CH2:20][NH:19][CH2:18][CH2:17]1. Given the product [Cl:12][C:13]1[CH:25]=[CH:24][CH:23]=[CH:22][C:14]=1[O:15][CH:16]1[CH2:21][CH2:20][N:19]([C:2]2[C:3](=[O:11])[N:4]([CH3:10])[C:5](=[O:9])[N:6]([CH3:8])[N:7]=2)[CH2:18][CH2:17]1.[CH2:14]([OH:15])[CH2:13][CH2:25][CH3:24], predict the reactants needed to synthesize it. (6) Given the product [CH:22]([N:9]1[CH2:10][CH2:11][N:6]([C:12]([O:14][CH2:15][C:16]2[CH:21]=[CH:20][CH:19]=[CH:18][CH:17]=2)=[O:13])[CH2:7][CH2:8]1)([CH3:23])[CH3:1], predict the reactants needed to synthesize it. The reactants are: [C:1](=O)(O)[O-].[K+].[N:6]1([C:12]([O:14][CH2:15][C:16]2[CH:21]=[CH:20][CH:19]=[CH:18][CH:17]=2)=[O:13])[CH2:11][CH2:10][NH:9][CH2:8][CH2:7]1.[CH2:22](O)[CH3:23]. (7) The reactants are: [CH2:1]([O:8][C:9]([NH:11][C:12]1[C:13]([C:29](O)=[O:30])=[N:14][C:15]2[C:20]([CH:21]=1)=[CH:19][CH:18]=[C:17]([N:22]1[CH2:27][CH2:26][N:25]([CH3:28])[CH2:24][CH2:23]1)[CH:16]=2)=[O:10])[C:2]1[CH:7]=[CH:6][CH:5]=[CH:4][CH:3]=1.[NH2:32][C:33]1[CH:34]=[N:35][CH:36]=[CH:37][C:38]=1[N:39]1[CH2:44][C@H:43]([CH3:45])[C@H:42]([N:46]2[CH:50]=[CH:49][N:48]=[N:47]2)[C@H:41]([NH:51][C:52](=[O:58])[O:53][C:54]([CH3:57])([CH3:56])[CH3:55])[CH2:40]1.CN(C(ON1N=NC2C=CC=NC1=2)=[N+](C)C)C.F[P-](F)(F)(F)(F)F.CCN(C(C)C)C(C)C. Given the product [CH2:1]([O:8][C:9](=[O:10])[NH:11][C:12]1[C:13]([C:29]([NH:32][C:33]2[CH:34]=[N:35][CH:36]=[CH:37][C:38]=2[N:39]2[CH2:44][C@H:43]([CH3:45])[C@H:42]([N:46]3[CH:50]=[CH:49][N:48]=[N:47]3)[C@H:41]([NH:51][C:52]([O:53][C:54]([CH3:57])([CH3:56])[CH3:55])=[O:58])[CH2:40]2)=[O:30])=[N:14][C:15]2[C:20]([CH:21]=1)=[CH:19][CH:18]=[C:17]([N:22]1[CH2:27][CH2:26][N:25]([CH3:28])[CH2:24][CH2:23]1)[CH:16]=2)[C:2]1[CH:7]=[CH:6][CH:5]=[CH:4][CH:3]=1, predict the reactants needed to synthesize it. (8) Given the product [C:20]([O:24][C:25]([C:26]1[C:27]([OH:28])=[N:1][C:2]2[C:3]([C:9]=1[C:11]1[CH:16]=[CH:15][CH:14]=[C:13]([Cl:17])[CH:12]=1)=[CH:4][C:5]([Cl:8])=[CH:6][CH:7]=2)=[O:34])([CH3:23])([CH3:22])[CH3:21], predict the reactants needed to synthesize it. The reactants are: [NH2:1][C:2]1[CH:7]=[CH:6][C:5]([Cl:8])=[CH:4][C:3]=1[C:9]([C:11]1[CH:16]=[CH:15][CH:14]=[C:13]([Cl:17])[CH:12]=1)=O.[OH-].[K+].[C:20]([O:24][C:25](=[O:34])[CH2:26][C:27](OC(C)(C)C)=[O:28])([CH3:23])([CH3:22])[CH3:21]. (9) Given the product [Br:1][C:2]1[CH:10]=[C:9]2[C:5]([CH:6]=[C:7]([C:11]([N:13]3[CH2:18][CH2:17][S:16](=[O:20])(=[O:19])[CH2:15][CH2:14]3)=[O:12])[N:8]2[CH2:32][CH2:33][O:34][CH3:35])=[CH:4][C:3]=1[O:21][CH:22]1[CH2:27][CH2:26][N:25]([CH:28]([CH3:30])[CH3:29])[CH2:24][CH2:23]1, predict the reactants needed to synthesize it. The reactants are: [Br:1][C:2]1[CH:10]=[C:9]2[C:5]([CH:6]=[C:7]([C:11]([N:13]3[CH2:18][CH2:17][S:16](=[O:20])(=[O:19])[CH2:15][CH2:14]3)=[O:12])[NH:8]2)=[CH:4][C:3]=1[O:21][CH:22]1[CH2:27][CH2:26][N:25]([CH:28]([CH3:30])[CH3:29])[CH2:24][CH2:23]1.Br[CH2:32][CH2:33][O:34][CH3:35]. (10) Given the product [OH:39][C:16]1[CH:17]=[CH:18][C:19]2[C:20](=[O:38])/[C:21](=[CH:24]/[C:25]3[C:33]4[C:28](=[CH:29][C:30]([C:34]([O:36][CH3:37])=[O:35])=[CH:31][CH:32]=4)[NH:27][CH:26]=3)/[O:22][C:23]=2[C:15]=1[CH2:14][N:11]1[CH2:12][CH2:13][NH:8][CH2:9][CH2:10]1, predict the reactants needed to synthesize it. The reactants are: C(OC([N:8]1[CH2:13][CH2:12][N:11]([CH2:14][C:15]2[C:23]3[O:22]/[C:21](=[CH:24]\[C:25]4[C:33]5[C:28](=[CH:29][C:30]([C:34]([O:36][CH3:37])=[O:35])=[CH:31][CH:32]=5)[NH:27][CH:26]=4)/[C:20](=[O:38])[C:19]=3[CH:18]=[CH:17][C:16]=2[OH:39])[CH2:10][CH2:9]1)=O)(C)(C)C.Cl.